Predict the reaction yield, written as a fraction of the theoretical maximum amount of product (1.0 means a 100% yield; for example, 0.34 means a 34% yield). From a dataset of Reaction yield outcomes from USPTO patents with 853,638 reactions. (1) The reactants are Cl.[Br:2][C:3]1[CH:4]=[C:5]([NH:9][NH2:10])[CH:6]=[CH:7][CH:8]=1.[CH2:11]([O:13][C:14](=[O:22])[C:15](=[CH:18]OCC)[C:16]#[N:17])[CH3:12].C([O-])(=O)C.[Na+]. The catalyst is C(O)(=O)C.O. The product is [NH2:17][C:16]1[C:15]([C:14]([O:13][CH2:11][CH3:12])=[O:22])=[CH:18][N:9]([C:5]2[CH:6]=[CH:7][CH:8]=[C:3]([Br:2])[CH:4]=2)[N:10]=1. The yield is 0.930. (2) The reactants are Cl[C:2]1[O:3][C:4]([CH2:14][CH2:15][CH2:16][O:17][C:18]2[CH:23]=[CH:22][CH:21]=[CH:20][C:19]=2[O:24][CH3:25])=[C:5]([C:7]2[CH:12]=[CH:11][C:10]([Cl:13])=[CH:9][CH:8]=2)[N:6]=1.[CH2:26]([C:29]1[NH:30][CH:31]=[CH:32][N:33]=1)[CH2:27][CH3:28].C(=O)([O-])[O-].[K+].[K+].CN(C)C=O. The catalyst is O. The product is [Cl:13][C:10]1[CH:11]=[CH:12][C:7]([C:5]2[N:6]=[C:2]([N:30]3[CH:31]=[CH:32][N:33]=[C:29]3[CH2:26][CH2:27][CH3:28])[O:3][C:4]=2[CH2:14][CH2:15][CH2:16][O:17][C:18]2[CH:23]=[CH:22][CH:21]=[CH:20][C:19]=2[O:24][CH3:25])=[CH:8][CH:9]=1. The yield is 0.390.